This data is from NCI-60 drug combinations with 297,098 pairs across 59 cell lines. The task is: Regression. Given two drug SMILES strings and cell line genomic features, predict the synergy score measuring deviation from expected non-interaction effect. (1) Drug 1: C1C(C(OC1N2C=NC3=C(N=C(N=C32)Cl)N)CO)O. Drug 2: CCN(CC)CCCC(C)NC1=C2C=C(C=CC2=NC3=C1C=CC(=C3)Cl)OC. Cell line: SN12C. Synergy scores: CSS=33.6, Synergy_ZIP=-6.56, Synergy_Bliss=-1.26, Synergy_Loewe=-12.6, Synergy_HSA=-0.551. (2) Drug 1: CC(CN1CC(=O)NC(=O)C1)N2CC(=O)NC(=O)C2. Drug 2: C1=NNC2=C1C(=O)NC=N2. Cell line: SK-MEL-5. Synergy scores: CSS=18.1, Synergy_ZIP=-4.01, Synergy_Bliss=7.25, Synergy_Loewe=-8.53, Synergy_HSA=3.36. (3) Drug 1: CC1C(C(CC(O1)OC2CC(CC3=C2C(=C4C(=C3O)C(=O)C5=C(C4=O)C(=CC=C5)OC)O)(C(=O)C)O)N)O.Cl. Drug 2: C1C(C(OC1N2C=C(C(=O)NC2=O)F)CO)O. Cell line: NCI-H522. Synergy scores: CSS=29.6, Synergy_ZIP=-5.37, Synergy_Bliss=-2.23, Synergy_Loewe=-3.66, Synergy_HSA=0.412. (4) Drug 1: C1=CC(=CC=C1CCC2=CNC3=C2C(=O)NC(=N3)N)C(=O)NC(CCC(=O)O)C(=O)O. Drug 2: CC1=CC2C(CCC3(C2CCC3(C(=O)C)OC(=O)C)C)C4(C1=CC(=O)CC4)C. Cell line: HCC-2998. Synergy scores: CSS=15.5, Synergy_ZIP=-9.46, Synergy_Bliss=-15.9, Synergy_Loewe=-29.5, Synergy_HSA=-17.7. (5) Drug 1: CC1=C(C(CCC1)(C)C)C=CC(=CC=CC(=CC(=O)O)C)C. Drug 2: CCN(CC)CCNC(=O)C1=C(NC(=C1C)C=C2C3=C(C=CC(=C3)F)NC2=O)C. Cell line: UACC62. Synergy scores: CSS=7.62, Synergy_ZIP=-2.82, Synergy_Bliss=-0.312, Synergy_Loewe=-0.658, Synergy_HSA=0.282. (6) Drug 1: C1CC(=O)NC(=O)C1N2CC3=C(C2=O)C=CC=C3N. Drug 2: CC1=C(N=C(N=C1N)C(CC(=O)N)NCC(C(=O)N)N)C(=O)NC(C(C2=CN=CN2)OC3C(C(C(C(O3)CO)O)O)OC4C(C(C(C(O4)CO)O)OC(=O)N)O)C(=O)NC(C)C(C(C)C(=O)NC(C(C)O)C(=O)NCCC5=NC(=CS5)C6=NC(=CS6)C(=O)NCCC[S+](C)C)O. Cell line: OVCAR-5. Synergy scores: CSS=5.59, Synergy_ZIP=-3.88, Synergy_Bliss=1.35, Synergy_Loewe=2.21, Synergy_HSA=2.65. (7) Drug 1: CN1C2=C(C=C(C=C2)N(CCCl)CCCl)N=C1CCCC(=O)O.Cl. Drug 2: CN(CC1=CN=C2C(=N1)C(=NC(=N2)N)N)C3=CC=C(C=C3)C(=O)NC(CCC(=O)O)C(=O)O. Cell line: OVCAR-5. Synergy scores: CSS=46.9, Synergy_ZIP=0.303, Synergy_Bliss=-5.36, Synergy_Loewe=-81.5, Synergy_HSA=-10.8. (8) Drug 1: COC1=CC(=CC(=C1O)OC)C2C3C(COC3=O)C(C4=CC5=C(C=C24)OCO5)OC6C(C(C7C(O6)COC(O7)C8=CC=CS8)O)O. Drug 2: CN1C2=C(C=C(C=C2)N(CCCl)CCCl)N=C1CCCC(=O)O.Cl. Cell line: MDA-MB-231. Synergy scores: CSS=34.2, Synergy_ZIP=-1.55, Synergy_Bliss=0.814, Synergy_Loewe=-16.2, Synergy_HSA=3.93. (9) Drug 1: CC1=C2C(C(=O)C3(C(CC4C(C3C(C(C2(C)C)(CC1OC(=O)C(C(C5=CC=CC=C5)NC(=O)OC(C)(C)C)O)O)OC(=O)C6=CC=CC=C6)(CO4)OC(=O)C)OC)C)OC. Drug 2: C1CCC(C(C1)N)N.C(=O)(C(=O)[O-])[O-].[Pt+4]. Cell line: HOP-62. Synergy scores: CSS=35.2, Synergy_ZIP=-0.478, Synergy_Bliss=-1.04, Synergy_Loewe=-1.92, Synergy_HSA=0.739. (10) Drug 1: C1CC(=O)NC(=O)C1N2CC3=C(C2=O)C=CC=C3N. Drug 2: C1=CC(=C2C(=C1NCCNCCO)C(=O)C3=C(C=CC(=C3C2=O)O)O)NCCNCCO. Cell line: UACC-257. Synergy scores: CSS=15.0, Synergy_ZIP=-0.201, Synergy_Bliss=4.75, Synergy_Loewe=-28.3, Synergy_HSA=4.91.